Dataset: Full USPTO retrosynthesis dataset with 1.9M reactions from patents (1976-2016). Task: Predict the reactants needed to synthesize the given product. Given the product [F:12][C:11]([F:14])([F:13])[C:9]1[CH:10]=[C:2]([C:15]2[CH:20]=[CH:19][CH:18]=[CH:17][CH:16]=2)[C:3]([C:4]([OH:6])=[O:5])=[CH:7][CH:8]=1, predict the reactants needed to synthesize it. The reactants are: I[C:2]1[CH:10]=[C:9]([C:11]([F:14])([F:13])[F:12])[CH:8]=[CH:7][C:3]=1[C:4]([OH:6])=[O:5].[C:15]1(B(O)O)[CH:20]=[CH:19][CH:18]=[CH:17][CH:16]=1.C(=O)([O-])[O-].[Na+].[Na+].